From a dataset of Aqueous solubility values for 9,982 compounds from the AqSolDB database. Regression/Classification. Given a drug SMILES string, predict its absorption, distribution, metabolism, or excretion properties. Task type varies by dataset: regression for continuous measurements (e.g., permeability, clearance, half-life) or binary classification for categorical outcomes (e.g., BBB penetration, CYP inhibition). For this dataset (solubility_aqsoldb), we predict Y. (1) The compound is C[C@H](O)[C@@H](C)O. The Y is 1.05 log mol/L. (2) The drug is O=C1C=Cc2ccccc2/C1=N/Nc1ccc2ccccc2c1S(=O)(=O)[O-].O=C1C=Cc2ccccc2/C1=N/Nc1ccc2ccccc2c1S(=O)(=O)[O-].[Ba+2]. The Y is -5.95 log mol/L. (3) The molecule is CCn1cc(C(=O)O)c(=O)c2cc3c(cc21)OCO3. The Y is -4.38 log mol/L. (4) The molecule is CCC(C)C1NC(=O)C(Cc2ccc3ccccc3c2)NC(=O)C2CCCN2C(=O)C(Cc2c[nH]cn2)NC(=O)C2CCCCN2C(=O)C2CCCCN2C1=O. The Y is -3.98 log mol/L. (5) The molecule is C=CC(=O)OCCOC. The Y is 0.0439 log mol/L. (6) The molecule is CCCC(=O)CC. The Y is -0.833 log mol/L. (7) The compound is NN=C(N)N.O=C(O)O. The Y is -1.62 log mol/L. (8) The drug is O.O.O.O.O.O=[Si]([O-])[O-].[Na+].[Na+]. The Y is -3.27 log mol/L.